This data is from NCI-60 drug combinations with 297,098 pairs across 59 cell lines. The task is: Regression. Given two drug SMILES strings and cell line genomic features, predict the synergy score measuring deviation from expected non-interaction effect. (1) Drug 1: CC1=C(C=C(C=C1)NC(=O)C2=CC=C(C=C2)CN3CCN(CC3)C)NC4=NC=CC(=N4)C5=CN=CC=C5. Drug 2: CC1=C2C(C(=O)C3(C(CC4C(C3C(C(C2(C)C)(CC1OC(=O)C(C(C5=CC=CC=C5)NC(=O)OC(C)(C)C)O)O)OC(=O)C6=CC=CC=C6)(CO4)OC(=O)C)O)C)O. Cell line: A549. Synergy scores: CSS=12.7, Synergy_ZIP=15.8, Synergy_Bliss=17.9, Synergy_Loewe=7.73, Synergy_HSA=8.26. (2) Drug 1: C1C(C(OC1N2C=NC3=C(N=C(N=C32)Cl)N)CO)O. Drug 2: N.N.Cl[Pt+2]Cl. Cell line: SF-295. Synergy scores: CSS=27.2, Synergy_ZIP=2.23, Synergy_Bliss=2.68, Synergy_Loewe=-5.22, Synergy_HSA=1.00. (3) Drug 1: C1=CC(=C2C(=C1NCCNCCO)C(=O)C3=C(C=CC(=C3C2=O)O)O)NCCNCCO. Drug 2: CC1=CC=C(C=C1)C2=CC(=NN2C3=CC=C(C=C3)S(=O)(=O)N)C(F)(F)F. Cell line: CAKI-1. Synergy scores: CSS=55.9, Synergy_ZIP=5.41, Synergy_Bliss=4.50, Synergy_Loewe=-37.7, Synergy_HSA=5.99. (4) Drug 1: C1=CC(=CC=C1CCC2=CNC3=C2C(=O)NC(=N3)N)C(=O)NC(CCC(=O)O)C(=O)O. Drug 2: CN(C)N=NC1=C(NC=N1)C(=O)N. Cell line: SN12C. Synergy scores: CSS=6.09, Synergy_ZIP=-7.71, Synergy_Bliss=-13.1, Synergy_Loewe=-22.6, Synergy_HSA=-12.7. (5) Synergy scores: CSS=52.4, Synergy_ZIP=6.03, Synergy_Bliss=7.21, Synergy_Loewe=-9.90, Synergy_HSA=8.58. Drug 2: CC=C1C(=O)NC(C(=O)OC2CC(=O)NC(C(=O)NC(CSSCCC=C2)C(=O)N1)C(C)C)C(C)C. Drug 1: C1=CC(=CC=C1CCC2=CNC3=C2C(=O)NC(=N3)N)C(=O)NC(CCC(=O)O)C(=O)O. Cell line: MDA-MB-231. (6) Drug 1: C(=O)(N)NO. Drug 2: C1C(C(OC1N2C=NC3=C2NC=NCC3O)CO)O. Cell line: HT29. Synergy scores: CSS=1.96, Synergy_ZIP=-4.59, Synergy_Bliss=-4.34, Synergy_Loewe=-3.20, Synergy_HSA=-2.82. (7) Drug 1: CC1=CC2C(CCC3(C2CCC3(C(=O)C)OC(=O)C)C)C4(C1=CC(=O)CC4)C. Drug 2: CC=C1C(=O)NC(C(=O)OC2CC(=O)NC(C(=O)NC(CSSCCC=C2)C(=O)N1)C(C)C)C(C)C. Cell line: UACC62. Synergy scores: CSS=69.7, Synergy_ZIP=-2.18, Synergy_Bliss=-2.09, Synergy_Loewe=-62.9, Synergy_HSA=-2.18.